From a dataset of Forward reaction prediction with 1.9M reactions from USPTO patents (1976-2016). Predict the product of the given reaction. (1) Given the reactants S(=O)(=O)(O)O.[NH2:6][C:7]1[CH:12]=[CH:11][C:10]([CH2:13][CH2:14][CH2:15][C:16]([OH:18])=[O:17])=[CH:9][CH:8]=1.Cl.[CH3:20][CH2:21]O, predict the reaction product. The product is: [CH2:20]([O:17][C:16](=[O:18])[CH2:15][CH2:14][CH2:13][C:10]1[CH:9]=[CH:8][C:7]([NH2:6])=[CH:12][CH:11]=1)[CH3:21]. (2) Given the reactants [Cl:1][C:2]1[N:3]=[C:4]2[C:9](=[CH:10][CH:11]=1)[N:8]=[CH:7][C:6]([CH:12]=O)=[C:5]2[NH:14][C:15]1[CH:20]=[CH:19][CH:18]=[C:17]([C:21]([F:24])([F:23])[F:22])[CH:16]=1.C(O[C:29](=[O:31])[CH3:30])(=O)C, predict the reaction product. The product is: [Cl:1][C:2]1[N:3]=[C:4]2[C:9](=[CH:10][CH:11]=1)[N:8]=[CH:7][C:6]1[CH:12]=[CH:30][C:29](=[O:31])[N:14]([C:15]3[CH:20]=[CH:19][CH:18]=[C:17]([C:21]([F:22])([F:23])[F:24])[CH:16]=3)[C:5]2=1. (3) Given the reactants [S:1]=[C:2]1[NH:7][C:6]2[NH:8][C:9](=[O:11])[CH2:10][C:5]=2[C:4](=[O:12])[N:3]1[C:13]1[CH:18]=[CH:17][C:16]([O:19][CH2:20][C:21]([F:24])([F:23])[F:22])=[CH:15][CH:14]=1.C(=O)([O-])O.[Na+].Cl[CH2:31][C:32]([NH:34][CH2:35][CH3:36])=[O:33].C(#N)C, predict the reaction product. The product is: [O:12]=[C:4]1[N:3]([C:13]2[CH:14]=[CH:15][C:16]([O:19][CH2:20][C:21]([F:24])([F:23])[F:22])=[CH:17][CH:18]=2)[C:2]([S:1][CH2:31][C:32]([NH:34][CH2:35][CH3:36])=[O:33])=[N:7][C:6]2[NH:8][C:9](=[O:11])[CH2:10][C:5]1=2. (4) Given the reactants CC1(C)C(C)(C)OB([C:9]2[CH:10]=[N:11][NH:12][CH:13]=2)O1.[C:15]([C:19]1[CH:41]=[CH:40][C:22]([C:23]([NH:25][C:26]2[N:27]=[C:28]3[CH:33]=[CH:32][C:31](N4C=CN=C4)=[CH:30][N:29]3[CH:39]=2)=[O:24])=[CH:21][N:20]=1)([CH3:18])([CH3:17])[CH3:16], predict the reaction product. The product is: [C:15]([C:19]1[CH:41]=[CH:40][C:22]([C:23]([NH:25][C:26]2[N:27]=[C:28]3[CH:33]=[CH:32][C:31]([C:9]4[CH:13]=[N:12][NH:11][CH:10]=4)=[CH:30][N:29]3[CH:39]=2)=[O:24])=[CH:21][N:20]=1)([CH3:18])([CH3:16])[CH3:17]. (5) Given the reactants FC(F)(F)C(O)=O.[NH2:8][CH2:9][CH:10]([NH:18][C:19]([C:21]1([NH:36]C(=O)OC(C)(C)C)[CH2:26][CH2:25][N:24]([C:27]2[C:28]3[CH:35]=[CH:34][NH:33][C:29]=3[N:30]=[CH:31][N:32]=2)[CH2:23][CH2:22]1)=[O:20])[C:11]1[CH:16]=[CH:15][C:14]([Cl:17])=[CH:13][CH:12]=1, predict the reaction product. The product is: [NH2:36][C:21]1([C:19]([NH:18][CH:10]([C:11]2[CH:12]=[CH:13][C:14]([Cl:17])=[CH:15][CH:16]=2)[CH2:9][NH2:8])=[O:20])[CH2:22][CH2:23][N:24]([C:27]2[C:28]3[CH:35]=[CH:34][NH:33][C:29]=3[N:30]=[CH:31][N:32]=2)[CH2:25][CH2:26]1. (6) Given the reactants F[C:2]1[CH:3]=[C:4]2[C:9](=[CH:10][C:11]=1F)[N:8]=[C:7](C1C=CC=CC=1C)[C:6]([CH2:20]SC1N=CN=C3C=1NC=N3)=[CH:5]2.[NH2:31][C:32]1[N:37]=[C:36](Cl)[CH:35]=[C:34]([CH:39]([CH3:41])[CH3:40])[N:33]=1.[H-].[Na+].CN([CH:47]=[O:48])C, predict the reaction product. The product is: [CH:39]([C:34]1[CH:35]=[C:36]([O:48][CH2:47][C:9]2[C:9]([C:10]3[CH:5]=[CH:4][CH:3]=[CH:2][CH:11]=3)=[N:8][C:7]3[C:11]([CH:10]=2)=[CH:2][CH:3]=[CH:4][C:6]=3[CH3:20])[N:37]=[C:32]([NH2:31])[N:33]=1)([CH3:41])[CH3:40].